From a dataset of Experimentally validated miRNA-target interactions with 360,000+ pairs, plus equal number of negative samples. Binary Classification. Given a miRNA mature sequence and a target amino acid sequence, predict their likelihood of interaction. (1) The miRNA is mmu-miR-669f-3p with sequence CAUAUACAUACACACACACGUAU. The protein sequence of the target gene is MTQGKKKKRAANRSIMLAKKIIIKDGGTPQGIGSPSVYHAVIVIFLEFFAWGLLTAPTLVVLHETFPKHTFLMNGLIQGVKGLLSFLSAPLIGALSDVWGRKSFLLLTVFFTCAPIPLMKISPWWYFAVISVSGVFAVTFSVVFAYVADITQEHERSMAYGLVSATFAASLVTSPAIGAYLGRVYGDSLVVVLATAIALLDICFILVAVPESLPEKMRPASWGAPISWEQADPFASLKKVGQDSIVLLICITVFLSYLPEAGQYSSFFLYLRQIMKFSPESVAAFIAVLGILSIIAQTIV.... Result: 1 (interaction). (2) The miRNA is cel-miR-241-5p with sequence UGAGGUAGGUGCGAGAAAUGA. The protein sequence of the target gene is MMHTTSYRRLSPPHLTDQPSAYSHTHRTFSHFSCGSQPAAQRLHVELWNADLQSEFLCPCLGLTLYLTCNPQLGKRKFCSHSSEDMSKMVSRRNVKDSHEVSGSLQATLQVISFSFPFLLHTCSHPLSHPTSGQRR. Result: 0 (no interaction). (3) The protein sequence of the target gene is MFRGAWMWPGKDAAALTICCCCCCWAPRQSDKPCADSERAQRWRLSLASLLFFTVLLADHLWLCAGARPRARELSSAMRPPWGAGRERQPVPPRAVLPPPPPSPGEPSASSGTCGPRYSNLTKAAPAAGSGPVCNGVPEPTGLDAACTKLESLQRLFEPTTPAPPLRPPDSPSRAPEFPSAKKNLLKGHFRNFTLSFCDTYTVWDLLLGMDRPDSLDCSLDTLLGDLLAVVASPGSGTWEACSNCIEAYQRLDRHAQEKYDEFDLVLHKYLQAEEYSIRSCTKGCKAVYKAWLCSEYFSV.... Result: 0 (no interaction). The miRNA is mmu-miR-1892 with sequence AUUUGGGGACGGGAGGGAGGAU. (4) The miRNA is hsa-miR-508-5p with sequence UACUCCAGAGGGCGUCACUCAUG. The protein sequence of the target gene is MTERFDCHHCNESLFGKKYILREESPYCVVCFETLFANTCEECGKPIGCDCKDLSYKDRHWHEACFHCSQCRNSLVDKPFAAKEDQLLCTDCYSNEYSSKCQECKKTIMPGTRKMEYKGSSWHETCFICHRCQQPIGTKSFIPKDNQNFCVPCYEKQHAMQCVQCKKPITTGGVTYREQPWHKECFVCTACRKQLSGQRFTARDDFAYCLNCFCDLYAKKCAGCTNPISGLGGTKYISFEERQWHNDCFNCKKCSLSLVGRGFLTERDDILCPDCGKDI. Result: 1 (interaction). (5) The miRNA is rno-miR-15b-5p with sequence UAGCAGCACAUCAUGGUUUACA. The protein sequence of the target gene is MKVNRETKRLYVGGLSQDISEADLQNQFSRFGEVSDVEIITRKDDQGNPQKVFAYINISVAEADLKKCMSVLNKTKWKGGTLQIQLAKESFLHRLAQEREAAKAKKEESTTGNANLLEKTGGVDFHMKAVPGTEVPGHKNWVVSKFGRVLPVLHLKNQHKRKIIKYDPSKYCHNLKKIGEDFSNTIPISSLTWELEGGNDPMSKKRRGEFSDFHGPPKKIIKVQKDESSTGSLAMSTRPRRVIERPPLTQQQAAQKRTCDSITPSKSSPVPVSDTQKLKNLPFKTSGLETAKKRNSISDD.... Result: 0 (no interaction). (6) The miRNA is hsa-miR-548w with sequence AAAAGUAACUGCGGUUUUUGCCU. The protein sequence of the target gene is MGLLDLCEEVFGTADLYRVLGVRREASDGEVRRGYHKVSLQVHPDRVGEGDKEDATRRFQILGKVYSVLSDREQRAVYDEQGTVDEDSPVLTQDRDWEAYWRLLFKKISLEDIQAFEKTYKGSEEELADIKQAYLDFKGDMDQIMESVLCVQYTEEPRIRNIIQQAIDAGEVPSYNAFVKESKQKMNARKRRAQEEAKEAEMSRKELGLDEGVDSLKAAIQSRQKDRQKEMDNFLAQMEAKYCKSSKGGGKKSALKKEKK. Result: 0 (no interaction).